Predict the reactants needed to synthesize the given product. From a dataset of Full USPTO retrosynthesis dataset with 1.9M reactions from patents (1976-2016). Given the product [N+:2]([C:5]1[CH:6]=[CH:7][C:8]([CH2:9][N:10]([CH2:7][CH2:8][CH3:9])[CH2:6][CH2:5][CH3:12])=[CH:11][CH:12]=1)([O-:4])=[O:3], predict the reactants needed to synthesize it. The reactants are: Cl.[N+:2]([C:5]1[CH:12]=[CH:11][C:8]([CH2:9][NH2:10])=[CH:7][CH:6]=1)([O-:4])=[O:3].[OH-].[Na+].